From a dataset of Forward reaction prediction with 1.9M reactions from USPTO patents (1976-2016). Predict the product of the given reaction. (1) Given the reactants [NH2:1][C:2]1[CH:7]=[C:6]([CH2:8][N:9]2[C:13]([CH3:15])([CH3:14])[C:12](=[O:16])[N:11]([C:17]3[CH:22]=[CH:21][C:20]([S:23][C:24]([F:27])([F:26])[F:25])=[CH:19][CH:18]=3)[C:10]2=[O:28])[CH:5]=[CH:4][N:3]=1.CC1(C)C2C=CC(P(C3C=CC=CC=3)C3C=CC=CC=3)=CC=2OC2C1=CC=C(P(C1C=CC=CC=1)C1C=CC=CC=1)C=2.C(=O)([O-])[O-].[Cs+].[Cs+].[Cl:77][C:78]1[CH:83]=[CH:82][C:81](I)=[CH:80][N:79]=1, predict the reaction product. The product is: [Cl:77][C:78]1[N:79]=[CH:80][C:81]([NH:1][C:2]2[CH:7]=[C:6]([CH2:8][N:9]3[C:13]([CH3:15])([CH3:14])[C:12](=[O:16])[N:11]([C:17]4[CH:22]=[CH:21][C:20]([S:23][C:24]([F:27])([F:26])[F:25])=[CH:19][CH:18]=4)[C:10]3=[O:28])[CH:5]=[CH:4][N:3]=2)=[CH:82][CH:83]=1. (2) The product is: [I:16][C:14]1[CH:13]=[CH:12][C:7]([C:8]([O:10][CH3:11])=[O:9])=[C:6]([O:5][CH:2]([CH3:4])[CH3:3])[CH:15]=1. Given the reactants I[CH:2]([CH3:4])[CH3:3].[OH:5][C:6]1[CH:15]=[C:14]([I:16])[CH:13]=[CH:12][C:7]=1[C:8]([O:10][CH3:11])=[O:9].C(=O)([O-])[O-].[K+].[K+].CN(C=O)C, predict the reaction product. (3) Given the reactants [C:1]([O:5][C:6]([NH:8][CH:9]1[CH:14]([OH:15])[CH2:13][CH2:12][N:11](C(OCC2C=CC=CC=2)=O)[CH2:10]1)=[O:7])([CH3:4])([CH3:3])[CH3:2], predict the reaction product. The product is: [C:1]([O:5][C:6](=[O:7])[NH:8][C@H:9]1[C@@H:14]([OH:15])[CH2:13][CH2:12][NH:11][CH2:10]1)([CH3:4])([CH3:2])[CH3:3]. (4) Given the reactants [CH3:1][S:2][C:3](SC)=[CH:4][N+:5]([O-:7])=[O:6].[CH3:10][NH:11][CH3:12].C1COCC1, predict the reaction product. The product is: [CH3:1][S:2]/[C:3](/[N:11]([CH3:12])[CH3:10])=[CH:4]\[N+:5]([O-:7])=[O:6]. (5) Given the reactants Cl.[NH:2]1[CH2:7][CH2:6][CH:5]([NH:8][C:9]([C:11]2[O:12][C:13]3[C:18]([C:19](=[O:21])[CH:20]=2)=[CH:17][CH:16]=[C:15]([F:22])[CH:14]=3)=[O:10])[CH2:4][CH2:3]1.Br[CH2:24][C:25]1[CH:30]=[CH:29][C:28]([CH2:31][C:32]([OH:34])=[O:33])=[CH:27][CH:26]=1.C([O-])([O-])=O.[K+].[K+].[CH3:41][CH2:42]O, predict the reaction product. The product is: [F:22][C:15]1[CH:14]=[C:13]2[C:18]([C:19](=[O:21])[CH:20]=[C:11]([C:9]([NH:8][CH:5]3[CH2:4][CH2:3][N:2]([CH2:24][C:25]4[CH:30]=[CH:29][C:28]([CH2:31][C:32]([O:34][CH2:41][CH3:42])=[O:33])=[CH:27][CH:26]=4)[CH2:7][CH2:6]3)=[O:10])[O:12]2)=[CH:17][CH:16]=1. (6) Given the reactants Br[CH2:2][C:3]1[CH:4]=[C:5]([CH:10]=[CH:11][CH:12]=1)[C:6]([O:8][CH3:9])=[O:7].[O:13]([C:20]1[CH:21]=[C:22]([CH:24]=[CH:25][CH:26]=1)[NH2:23])[C:14]1[CH:19]=[CH:18][CH:17]=[CH:16][CH:15]=1, predict the reaction product. The product is: [O:13]([C:20]1[CH:21]=[C:22]([NH:23][CH2:2][C:3]2[CH:4]=[C:5]([CH:10]=[CH:11][CH:12]=2)[C:6]([O:8][CH3:9])=[O:7])[CH:24]=[CH:25][CH:26]=1)[C:14]1[CH:15]=[CH:16][CH:17]=[CH:18][CH:19]=1.